This data is from Catalyst prediction with 721,799 reactions and 888 catalyst types from USPTO. The task is: Predict which catalyst facilitates the given reaction. (1) Reactant: [CH2:1]([N:8]([CH2:16][CH2:17][N:18]1[CH:27]([CH2:28][C:29]2[CH:34]=[CH:33][CH:32]=[CH:31][CH:30]=2)[CH2:26][C:25]2[C:20](=[CH:21][CH:22]=[C:23]([F:35])[CH:24]=2)[CH2:19]1)C(=O)OC(C)(C)C)[C:2]1[CH:7]=[CH:6][CH:5]=[CH:4][CH:3]=1. Product: [CH2:1]([NH:8][CH2:16][CH2:17][N:18]1[CH:27]([CH2:28][C:29]2[CH:34]=[CH:33][CH:32]=[CH:31][CH:30]=2)[CH2:26][C:25]2[C:20](=[CH:21][CH:22]=[C:23]([F:35])[CH:24]=2)[CH2:19]1)[C:2]1[CH:7]=[CH:6][CH:5]=[CH:4][CH:3]=1. The catalyst class is: 601. (2) Reactant: [NH2:1][CH2:2][CH:3]([OH:5])[CH3:4].[CH3:6][C:7]([O:10][C:11](O[C:11]([O:10][C:7]([CH3:9])([CH3:8])[CH3:6])=[O:12])=[O:12])([CH3:9])[CH3:8]. Product: [CH3:4][CH:3]([OH:5])[CH2:2][NH:1][C:11]([O:10][C:7]([CH3:9])([CH3:8])[CH3:6])=[O:12]. The catalyst class is: 2. (3) Reactant: [CH2:1]1[S:5](=[O:7])(=[O:6])[O:4][CH2:3][CH2:2]1.[CH3:8][C:9]([C:11]([NH:13][CH2:14][CH2:15][CH2:16][N:17]([CH3:19])[CH3:18])=[O:12])=[CH2:10]. Product: [C:11]([NH:13][CH2:14][CH2:15][CH2:16][N+:17]([CH3:19])([CH3:18])[CH2:3][CH2:2][CH2:1][S:5]([O-:4])(=[O:7])=[O:6])(=[O:12])[C:9]([CH3:10])=[CH2:8]. The catalyst class is: 10.